Predict the product of the given reaction. From a dataset of Forward reaction prediction with 1.9M reactions from USPTO patents (1976-2016). (1) Given the reactants C([C@@H]([O:12][C:13](=[O:44])[CH2:14][C@H:15]([O:36][Si:37]([C:40]([CH3:43])([CH3:42])[CH3:41])([CH3:39])[CH3:38])[C:16]([CH3:35])([CH3:34])[C:17](=[O:33])[C@H:18]([CH3:32])[C@@H:19]([O:24][Si:25]([C:28]([CH3:31])([CH3:30])[CH3:29])([CH3:27])[CH3:26])[C@@H:20]([CH3:23])[CH:21]=C)C/C=C(/C)\CC=C)(=O)C.S[C:46]1N=CC=CC=1C(O)=O.[CH3:55][CH2:56][CH2:57][CH2:58][CH2:59][CH3:60].[CH2:61]([OH:63])[CH3:62], predict the reaction product. The product is: [C:61]([C@H:55]1[O:44][C:13](=[O:12])[CH2:14][C@H:15]([O:36][Si:37]([C:40]([CH3:41])([CH3:42])[CH3:43])([CH3:39])[CH3:38])[C:16]([CH3:34])([CH3:35])[C:17](=[O:33])[C@H:18]([CH3:32])[C@@H:19]([O:24][Si:25]([C:28]([CH3:30])([CH3:29])[CH3:31])([CH3:27])[CH3:26])[C@@H:20]([CH3:23])[CH:21]=[CH:60][CH2:59][C:58]([CH3:46])=[CH:57][CH2:56]1)(=[O:63])[CH3:62]. (2) Given the reactants [CH2:1]([O:8][C:9]1[CH:14]=[CH:13][C:12]([C:15]#[C:16][C:17]([OH:19])=O)=[CH:11][CH:10]=1)[C:2]1[CH:7]=[CH:6][CH:5]=[CH:4][CH:3]=1.O.ON1C2C=CC=CC=2N=N1.C(N(C(C)C)CC)(C)C.Cl.Cl.[NH:42]([C:44]1[CH:45]=[CH:46][C:47]([O:50][CH3:51])=[N:48][CH:49]=1)[NH2:43].NN, predict the reaction product. The product is: [CH2:1]([O:8][C:9]1[CH:10]=[CH:11][C:12]([C:15]2[N:42]([C:44]3[CH:49]=[N:48][C:47]([O:50][CH3:51])=[CH:46][CH:45]=3)[N:43]=[C:17]([OH:19])[CH:16]=2)=[CH:13][CH:14]=1)[C:2]1[CH:3]=[CH:4][CH:5]=[CH:6][CH:7]=1. (3) Given the reactants Cl[C:2]1[CH:29]=[CH:28][C:5]([C:6]([NH:8][CH2:9][C:10]2[C:19](=[O:20])[C:18]3[C:13](=[CH:14][C:15]([Cl:21])=[CH:16][CH:17]=3)[N:12]([C:22]3[CH:27]=[CH:26][CH:25]=[CH:24][CH:23]=3)[CH:11]=2)=[O:7])=[CH:4][N:3]=1.[C@H:30]12[CH2:36][C@H:33]([NH:34][CH2:35]1)[CH2:32][N:31]2[C:37]([O:39][C:40]([CH3:43])([CH3:42])[CH3:41])=[O:38].C(N(CC)C(C)C)(C)C.CC#N, predict the reaction product. The product is: [C:40]([O:39][C:37]([N:31]1[CH2:32][CH:33]2[CH2:36][CH:30]1[CH2:35][N:34]2[C:2]1[CH:29]=[CH:28][C:5]([C:6](=[O:7])[NH:8][CH2:9][C:10]2[C:19](=[O:20])[C:18]3[C:13](=[CH:14][C:15]([Cl:21])=[CH:16][CH:17]=3)[N:12]([C:22]3[CH:23]=[CH:24][CH:25]=[CH:26][CH:27]=3)[CH:11]=2)=[CH:4][N:3]=1)=[O:38])([CH3:43])([CH3:41])[CH3:42]. (4) Given the reactants [F:1][C:2]1[CH:26]=[CH:25][C:5]([O:6][C:7]2[CH:12]=[CH:11][C:10]([NH:13][C:14]([N:16]3[CH2:20][CH2:19][C:18]4([CH2:24][CH2:23][NH:22][CH2:21]4)[CH2:17]3)=[O:15])=[CH:9][CH:8]=2)=[CH:4][CH:3]=1.[CH2:27]1[C:35]2[C:30](=[CH:31][CH:32]=[CH:33][CH:34]=2)[CH2:29][C:28]1=O.C([BH3-])#N.[Na+], predict the reaction product. The product is: [F:1][C:2]1[CH:3]=[CH:4][C:5]([O:6][C:7]2[CH:8]=[CH:9][C:10]([NH:13][C:14]([N:16]3[CH2:20][CH2:19][C:18]4([CH2:24][CH2:23][N:22]([CH:28]5[CH2:27][C:35]6[C:30](=[CH:31][CH:32]=[CH:33][CH:34]=6)[CH2:29]5)[CH2:21]4)[CH2:17]3)=[O:15])=[CH:11][CH:12]=2)=[CH:25][CH:26]=1.